This data is from NCI-60 drug combinations with 297,098 pairs across 59 cell lines. The task is: Regression. Given two drug SMILES strings and cell line genomic features, predict the synergy score measuring deviation from expected non-interaction effect. Drug 1: C1=CN(C(=O)N=C1N)C2C(C(C(O2)CO)O)O.Cl. Drug 2: CCN(CC)CCNC(=O)C1=C(NC(=C1C)C=C2C3=C(C=CC(=C3)F)NC2=O)C. Cell line: A549. Synergy scores: CSS=34.9, Synergy_ZIP=-1.78, Synergy_Bliss=0.192, Synergy_Loewe=-25.5, Synergy_HSA=-1.94.